Task: Regression. Given a target protein amino acid sequence and a drug SMILES string, predict the binding affinity score between them. We predict pIC50 (pIC50 = -log10(IC50 in M); higher means more potent). Dataset: bindingdb_ic50.. Dataset: Drug-target binding data from BindingDB using IC50 measurements (1) The compound is C[C@@H](N)[C@H]1CC[C@H](C(=O)Nc2ccncc2)CC1. The target protein sequence is MGNAAAAKKGSEQESVKEFLAKAKEDFLKKWENPAQNTAHLDQFERIKTLGTGSFGRVMLVKHMETGNHYAMKILDKQKVVKLKQIEHTLNEKRILQAVNFPFLVKLEFSFKDNSNLYMVMEYVPGGEMFSHLRRIGRFSEPHARFYAAQIVLTFEYLHSLDLIYRDLKPENLLIDQQGYIQVADFGFAKRVKGRTWTLCGTPEYLAPEIILSKGYNKAVDWWALGVLIYEMAAGYPPFFADQPIQIYEKIVSGKVRFPSHFSSDLKDLLRNLLQVDLTKRFGNLKNGVNDIKNHKWFATTDWIAIYQRKVEAPFIPKFKGPGDTSNFDDYEEEEIRVSINEKCGKEFSEF. The pIC50 is 5.0. (2) The small molecule is Nc1nc2c(C(CCO)C3CCCCC3)c[nH]c2c(=O)[nH]1. The target protein (P23492) has sequence MENEFTYEDYETTAKWLLQHTEYRPQVAVICGSGLGGLTAHLKEAQIFDYNEIPNFPQSTVQGHAGRLVFGLLNGRCCVMMQGRFHMYEGYSLSKVTFPVRVFHLLGVETLVVTNAAGGLNPNFEVGDIMLIRDHINLPGFCGQNPLRGPNDERFGVRFPAMSDAYDRDMRQKAFTAWKQMGEQRKLQEGTYVMLAGPNFETVAESRLLKMLGADAVGMSTVPEVIVARHCGLRVFGFSLITNKVVMDYENLEKANHMEVLDAGKAAAQTLERFVSILMESIPLPDRGS. The pIC50 is 4.0. (3) The drug is CCCCCCCC/C=C\CCCCCCCC(=O)Oc1cccc2c1C(=O)C=CC2=O. The target protein (P04415) has sequence MKEFYISIETVGNNIVERYIDENGKERTREVEYLPTMFRHCKEESKYKDIYGKNCAPQKFPSMKDARDWMKRMEDIGLEALGMNDFKLAYISDTYGSEIVYDRKFVRVANCDIEVTGDKFPDPMKAEYEIDAITHYDSIDDRFYVFDLLNSMYGSVSKWDAKLAAKLDCEGGDEVPQEILDRVIYMPFDNERDMLMEYINLWEQKRPAIFTGWNIEGFDVPYIMNRVKMILGERSMKRFSPIGRVKSKLIQNMYGSKEIYSIDGVSILDYLDLYKKFAFTNLPSFSLESVAQHETKKGKLPYDGPINKLRETNHQRYISYNIIDVESVQAIDKIRGFIDLVLSMSYYAKMPFSGVMSPIKTWDAIIFNSLKGEHKVIPQQGSHVKQSFPGAFVFEPKPIARRYIMSFDLTSLYPSIIRQVNISPETIRGQFKVHPIHEYIAGTAPKPSDEYSCSPNGWMYDKHQEGIIPKEIAKVFFQRKDWKKKMFAEEMNAEAIKKII.... The pIC50 is 4.0.